Dataset: Forward reaction prediction with 1.9M reactions from USPTO patents (1976-2016). Task: Predict the product of the given reaction. (1) Given the reactants [O:1]1[CH2:6][CH2:5][NH:4][C:3]2[N:7]=[CH:8][CH:9]=[CH:10][C:2]1=2.[C:11](O[C:11]([O:13][C:14]([CH3:17])([CH3:16])[CH3:15])=[O:12])([O:13][C:14]([CH3:17])([CH3:16])[CH3:15])=[O:12].[Li+].C[Si]([N-][Si](C)(C)C)(C)C, predict the reaction product. The product is: [C:14]([O:13][C:11]([N:4]1[CH2:5][CH2:6][O:1][C:2]2[CH:10]=[CH:9][CH:8]=[N:7][C:3]1=2)=[O:12])([CH3:17])([CH3:16])[CH3:15]. (2) Given the reactants Cl[C:2]1[CH:7]=[C:6]([C:8]#[N:9])[CH:5]=[CH:4][N:3]=1.C(=O)(O)[O-].[Na+].[N:15]1C=CC=CC=1, predict the reaction product. The product is: [NH2:15][C:2]1[CH:7]=[C:6]([CH:5]=[CH:4][N:3]=1)[C:8]#[N:9]. (3) Given the reactants Cl[C:2]1[C:3]2[C:10]([C:11]#[N:12])=[CH:9][NH:8][C:4]=2[N:5]=[CH:6][N:7]=1.[CH3:13][O:14][C:15]1[CH:23]=[C:22]2[C:18]([CH:19]=[N:20][NH:21]2)=[CH:17][C:16]=1[NH2:24], predict the reaction product. The product is: [CH3:13][O:14][C:15]1[CH:23]=[C:22]2[C:18]([CH:19]=[N:20][NH:21]2)=[CH:17][C:16]=1[NH:24][C:2]1[C:3]2[C:10]([C:11]#[N:12])=[CH:9][NH:8][C:4]=2[N:5]=[CH:6][N:7]=1. (4) Given the reactants [C:1]([O:5][C:6]([N:8]1[CH2:12][C@H:11]([OH:13])[CH2:10][C@H:9]1[C:14]([OH:16])=[O:15])=[O:7])([CH3:4])([CH3:3])[CH3:2].CC([O-])(C)C.[Na+].Cl[C:24]1[C:25]2[O:42][C:41]3[CH:43]=[CH:44][CH:45]=[CH:46][C:40]=3[C:26]=2[N:27]=[C:28]([C:30]2[CH:35]=[CH:34][C:33]([C:36]([F:39])([F:38])[F:37])=[CH:32][CH:31]=2)[N:29]=1.Cl, predict the reaction product. The product is: [C:1]([O:5][C:6]([N:8]1[CH2:12][C@H:11]([O:13][C:24]2[C:25]3[O:42][C:41]4[CH:43]=[CH:44][CH:45]=[CH:46][C:40]=4[C:26]=3[N:27]=[C:28]([C:30]3[CH:35]=[CH:34][C:33]([C:36]([F:37])([F:38])[F:39])=[CH:32][CH:31]=3)[N:29]=2)[CH2:10][C@H:9]1[C:14]([OH:16])=[O:15])=[O:7])([CH3:4])([CH3:2])[CH3:3]. (5) Given the reactants [Cl-].[Ce+3].[Cl-].[Cl-].[CH:5]([Mg]Cl)([CH3:7])[CH3:6].[CH2:10]([N:17]1[CH2:21][CH2:20][C:19](=[O:22])[CH2:18]1)[C:11]1[CH:16]=[CH:15][CH:14]=[CH:13][CH:12]=1.[NH4+].[Cl-], predict the reaction product. The product is: [CH2:10]([N:17]1[CH2:21][CH2:20][C:19]([CH:5]([CH3:7])[CH3:6])([OH:22])[CH2:18]1)[C:11]1[CH:12]=[CH:13][CH:14]=[CH:15][CH:16]=1. (6) Given the reactants COC1C=CC(CNC2C=CC=CN=2)=CC=1.[Cl:17][C:18]1[CH:19]=[C:20]([N:29]([C:39]2[CH:44]=[CH:43][C:42](OC)=[CH:41][N:40]=2)[CH2:30][C:31]2[CH:36]=[CH:35][C:34]([O:37][CH3:38])=[CH:33][CH:32]=2)[C:21]2[N:22]([C:24]([C:27]#[N:28])=[CH:25][N:26]=2)[N:23]=1, predict the reaction product. The product is: [Cl:17][C:18]1[CH:19]=[C:20]([N:29]([CH2:30][C:31]2[CH:32]=[CH:33][C:34]([O:37][CH3:38])=[CH:35][CH:36]=2)[C:39]2[CH:44]=[CH:43][CH:42]=[CH:41][N:40]=2)[C:21]2[N:22]([C:24]([C:27]#[N:28])=[CH:25][N:26]=2)[N:23]=1. (7) Given the reactants Br[C:2]1[CH:7]=[CH:6][C:5]([C:8]2([NH:11][C:12](=[O:22])[O:13][CH:14]3[CH:19]4[CH2:20][CH2:21][N:16]([CH2:17][CH2:18]4)[CH2:15]3)[CH2:10][CH2:9]2)=[CH:4][CH:3]=1.[CH3:23][O:24][C:25]1[CH:30]=[CH:29][C:28](B(O)O)=[CH:27][CH:26]=1, predict the reaction product. The product is: [CH3:23][O:24][C:25]1[CH:30]=[CH:29][C:28]([C:2]2[CH:7]=[CH:6][C:5]([C:8]3([NH:11][C:12](=[O:22])[O:13][CH:14]4[CH:19]5[CH2:20][CH2:21][N:16]([CH2:17][CH2:18]5)[CH2:15]4)[CH2:10][CH2:9]3)=[CH:4][CH:3]=2)=[CH:27][CH:26]=1. (8) Given the reactants [F:1][C:2]1[CH:3]=[C:4]2[C:9](=[C:10]([F:12])[CH:11]=1)[CH2:8][C:7](=O)[CH2:6][CH2:5]2.Cl.[NH2:15][CH:16]([CH2:31][CH3:32])[C:17]([NH:19][C:20]1[S:21][C:22]([C:25]([CH3:30])([CH3:29])[CH2:26][CH:27]=[CH2:28])=[N:23][N:24]=1)=[O:18].C(O)(=O)C.S([O-])([O-])(=O)=O.[Na+].[Na+].C(O[BH-](OC(=O)C)OC(=O)C)(=O)C.[Na+], predict the reaction product. The product is: [F:1][C:2]1[CH:3]=[C:4]2[C:9](=[C:10]([F:12])[CH:11]=1)[CH2:8][CH:7]([NH:15][C@@H:16]([CH2:31][CH3:32])[C:17]([NH:19][C:20]1[S:21][C:22]([C:25]([CH3:30])([CH3:29])[CH2:26][CH:27]=[CH2:28])=[N:23][N:24]=1)=[O:18])[CH2:6][CH2:5]2.